This data is from TCR-epitope binding with 47,182 pairs between 192 epitopes and 23,139 TCRs. The task is: Binary Classification. Given a T-cell receptor sequence (or CDR3 region) and an epitope sequence, predict whether binding occurs between them. (1) The epitope is LLQTGIHVRVSQPSL. The TCR CDR3 sequence is CASSATGTSGQTHYNEQFF. Result: 0 (the TCR does not bind to the epitope). (2) The epitope is RAKFKQLL. The TCR CDR3 sequence is CASSPGWGPGELFF. Result: 0 (the TCR does not bind to the epitope). (3) The epitope is RILGAGCFV. The TCR CDR3 sequence is CASSFGSYNEQFF. Result: 0 (the TCR does not bind to the epitope). (4) The epitope is IPRRNVATL. The TCR CDR3 sequence is CASSYSAVNTEAFF. Result: 0 (the TCR does not bind to the epitope). (5) The epitope is VSFIEFVGW. Result: 0 (the TCR does not bind to the epitope). The TCR CDR3 sequence is CASSYSSPLDGYTF. (6) The epitope is IQYIDIGNY. The TCR CDR3 sequence is CASSLAGGSQETQYF. Result: 0 (the TCR does not bind to the epitope). (7) The epitope is ILGLPTQTV. The TCR CDR3 sequence is CASWTGGKPDTQYF. Result: 0 (the TCR does not bind to the epitope). (8) The epitope is FVDGVPFVV. The TCR CDR3 sequence is CASSPADSSYNEQFF. Result: 0 (the TCR does not bind to the epitope). (9) The epitope is YEGNSPFHPL. The TCR CDR3 sequence is CASSEALGRVAFF. Result: 0 (the TCR does not bind to the epitope). (10) The epitope is ALSKGVHFV. The TCR CDR3 sequence is CASRQGPNTEAFF. Result: 0 (the TCR does not bind to the epitope).